From a dataset of Reaction yield outcomes from USPTO patents with 853,638 reactions. Predict the reaction yield, written as a fraction of the theoretical maximum amount of product (1.0 means a 100% yield; for example, 0.34 means a 34% yield). The reactants are C([CH:3]([C:7](Cl)=[O:8])[C:4](Cl)=[O:5])C.[NH2:10][C:11]1[CH:16]=[CH:15][C:14]([C:17]([C:25]2[CH:30]=[CH:29][C:28]([Cl:31])=[CH:27][CH:26]=2)([OH:24])[C:18]2[N:22]([CH3:23])[CH:21]=[N:20][CH:19]=2)=[CH:13][C:12]=1[C:32]([C:34]1[CH:39]=[CH:38][CH:37]=[C:36]([Cl:40])[CH:35]=1)=O.N1[CH:46]=[CH:45]C=CC=1.[OH2:47]. The catalyst is C(Cl)Cl. The product is [Cl:40][C:36]1[CH:35]=[C:34]([C:32]2[C:12]3[C:11](=[CH:16][CH:15]=[C:14]([C:17]([C:25]4[CH:30]=[CH:29][C:28]([Cl:31])=[CH:27][CH:26]=4)([OH:24])[C:18]4[N:22]([CH3:23])[CH:21]=[N:20][CH:19]=4)[CH:13]=3)[NH:10][C:7](=[O:8])[C:3]=2[C:4]([O:5][CH2:45][CH3:46])=[O:47])[CH:39]=[CH:38][CH:37]=1. The yield is 0.600.